From a dataset of Forward reaction prediction with 1.9M reactions from USPTO patents (1976-2016). Predict the product of the given reaction. (1) Given the reactants [H-].[H-].[H-].[H-].[Li+].[Al+3].[CH:7]1([CH2:12][N:13]([CH2:26][CH3:27])[C:14]2[C:23]([C:24]#[N:25])=[CH:22][C:21]3[CH2:20][CH2:19][CH2:18][CH2:17][C:16]=3[N:15]=2)[CH2:11][CH2:10][CH2:9][CH2:8]1, predict the reaction product. The product is: [NH2:25][CH2:24][C:23]1[C:14]([N:13]([CH2:12][CH:7]2[CH2:11][CH2:10][CH2:9][CH2:8]2)[CH2:26][CH3:27])=[N:15][C:16]2[CH2:17][CH2:18][CH2:19][CH2:20][C:21]=2[CH:22]=1. (2) Given the reactants CO[C:3](=[O:21])[CH2:4][CH2:5][C:6]([C:19]#[N:20])([C:13]1[CH:18]=[CH:17][CH:16]=[CH:15][CH:14]=1)[CH2:7][CH2:8][C:9]([O:11][CH3:12])=[O:10].C(O)(=O)C.C1(C)C=CC=CC=1, predict the reaction product. The product is: [CH3:12][O:11][C:9]([CH:8]1[CH2:7][C:6]([C:19]#[N:20])([C:13]2[CH:14]=[CH:15][CH:16]=[CH:17][CH:18]=2)[CH2:5][CH2:4][C:3]1=[O:21])=[O:10].